This data is from hERG Central: cardiac toxicity at 1µM, 10µM, and general inhibition. The task is: Predict hERG channel inhibition at various concentrations. (1) Results: hERG_inhib (hERG inhibition (general)): blocker. The compound is Cc1ccc(C)c2[nH]c(=O)c(CN(CCN3CCCC3)C(=O)Nc3cccc(Cl)c3)cc12. (2) The drug is Cc1ccc(S(=O)(=O)N(C)C)cc1NC(=O)COC(=O)Cc1ccc(Br)cc1. Results: hERG_inhib (hERG inhibition (general)): blocker. (3) The compound is CN1C(C(=O)NCc2cccc(C(F)(F)F)c2)CC2Cn3c(nc4cc(Cl)c(Cl)cc43)C21. Results: hERG_inhib (hERG inhibition (general)): blocker.